Dataset: Forward reaction prediction with 1.9M reactions from USPTO patents (1976-2016). Task: Predict the product of the given reaction. (1) Given the reactants [O:1]=[C:2]1[CH2:11][CH2:10][C:9]2[C:4](=[CH:5][CH:6]=[C:7]([S:12](Cl)(=[O:14])=[O:13])[CH:8]=2)[O:3]1.[CH3:16][CH:17]1[NH:22][CH:21]([CH3:23])[CH2:20][N:19]([C:24]2[CH:29]=[CH:28][C:27]([O:30][C:31]([F:34])([F:33])[F:32])=[CH:26][CH:25]=2)[CH2:18]1.C([O-])([O-])=[O:36].[K+].[K+].CO, predict the reaction product. The product is: [CH3:23][CH:21]1[CH2:20][N:19]([C:24]2[CH:25]=[CH:26][C:27]([O:30][C:31]([F:34])([F:33])[F:32])=[CH:28][CH:29]=2)[CH2:18][CH:17]([CH3:16])[N:22]1[S:12]([C:7]1[CH:6]=[CH:5][C:4]([OH:3])=[C:9]([CH2:10][CH2:11][C:2]([OH:36])=[O:1])[CH:8]=1)(=[O:14])=[O:13]. (2) Given the reactants [F:1][C:2]([F:50])([F:49])[C:3]1[CH:4]=[C:5]([CH:42]=[C:43]([C:45]([F:48])([F:47])[F:46])[CH:44]=1)[CH2:6][N:7]([CH2:23][C:24]1[CH:29]=[C:28]([C:30]([F:33])([F:32])[F:31])[CH:27]=[CH:26][C:25]=1[N:34]([CH2:38][CH:39]1[CH2:41][CH2:40]1)[CH2:35][CH2:36][CH3:37])[C:8]1[N:13]=[CH:12][C:11]([O:14][CH2:15][CH2:16][CH2:17][C:18]([O:20]CC)=[O:19])=[CH:10][N:9]=1.[OH-].[Na+].C(OCC)(=O)C, predict the reaction product. The product is: [F:50][C:2]([F:1])([F:49])[C:3]1[CH:4]=[C:5]([CH:42]=[C:43]([C:45]([F:46])([F:47])[F:48])[CH:44]=1)[CH2:6][N:7]([CH2:23][C:24]1[CH:29]=[C:28]([C:30]([F:33])([F:32])[F:31])[CH:27]=[CH:26][C:25]=1[N:34]([CH2:38][CH:39]1[CH2:41][CH2:40]1)[CH2:35][CH2:36][CH3:37])[C:8]1[N:9]=[CH:10][C:11]([O:14][CH2:15][CH2:16][CH2:17][C:18]([OH:20])=[O:19])=[CH:12][N:13]=1. (3) The product is: [C:1]([C:3]1[CH:4]=[C:5]2[C:22](=[CH:23][CH:24]=1)[O:21][C:8]1([CH2:13][CH2:12][N:11]([C:14]([O:16][C:17]([CH3:20])([CH3:19])[CH3:18])=[O:15])[CH2:10][CH2:9]1)[CH2:7][CH:6]2[OH:25])#[N:2]. Given the reactants [C:1]([C:3]1[CH:4]=[C:5]2[C:22](=[CH:23][CH:24]=1)[O:21][C:8]1([CH2:13][CH2:12][N:11]([C:14]([O:16][C:17]([CH3:20])([CH3:19])[CH3:18])=[O:15])[CH2:10][CH2:9]1)[CH2:7][C:6]2=[O:25])#[N:2].[BH4-].[Na+].[NH4+].[Cl-], predict the reaction product. (4) Given the reactants [CH3:1][C:2]1[C:12]([N+:13]([O-:15])=[O:14])=[CH:11][CH:10]=[CH:9][C:3]=1[C:4]([O:6][CH2:7][CH3:8])=[O:5].[Br:16]N1C(=O)CCC1=O.C(OOC(=O)C1C=CC=CC=1)(=O)C1C=CC=CC=1, predict the reaction product. The product is: [Br:16][CH2:1][C:2]1[C:12]([N+:13]([O-:15])=[O:14])=[CH:11][CH:10]=[CH:9][C:3]=1[C:4]([O:6][CH2:7][CH3:8])=[O:5]. (5) Given the reactants [F:1][C:2]1[CH:7]=[CH:6][C:5]([N:8]2[CH:12]=[C:11]([NH:13][CH:14]=O)[CH:10]=[N:9]2)=[CH:4][CH:3]=1.[H-].[H-].[H-].[H-].[Li+].[Al+3], predict the reaction product. The product is: [F:1][C:2]1[CH:3]=[CH:4][C:5]([N:8]2[CH:12]=[C:11]([NH:13][CH3:14])[CH:10]=[N:9]2)=[CH:6][CH:7]=1. (6) Given the reactants C(OC([N:8]1[C:22]2[C:23]3[C:10]([CH2:11][C@@H:12]4[C@@H:17]([C:18]=3[CH:19]=[CH:20][CH:21]=2)[CH2:16][C@@H:15]([C:24]([OH:26])=[O:25])[CH2:14][N:13]4C(OC(C)(C)C)=O)=[CH:9]1)=O)(C)(C)C.S(Cl)([Cl:36])=O.[C:38](OC)(C)(C)C, predict the reaction product. The product is: [ClH:36].[C@@H:15]1([C:24]([O:26][CH3:38])=[O:25])[CH2:16][C@H:17]2[C@@H:12]([CH2:11][C:10]3[C:23]4[C:22](=[CH:21][CH:20]=[CH:19][C:18]2=4)[NH:8][CH:9]=3)[NH:13][CH2:14]1. (7) Given the reactants [CH3:1][C:2]1[CH:6]=[CH:5][O:4][C:3]=1[C:7]([OH:9])=O.S(Cl)(Cl)=O.[C:14]([C:16]1[CH:17]=[C:18]([NH2:22])[CH:19]=[CH:20][CH:21]=1)#[CH:15].CCN(CC)CC, predict the reaction product. The product is: [C:14]([C:16]1[CH:17]=[C:18]([NH:22][C:7]([C:3]2[O:4][CH:5]=[CH:6][C:2]=2[CH3:1])=[O:9])[CH:19]=[CH:20][CH:21]=1)#[CH:15].